This data is from CYP2C9 inhibition data for predicting drug metabolism from PubChem BioAssay. The task is: Regression/Classification. Given a drug SMILES string, predict its absorption, distribution, metabolism, or excretion properties. Task type varies by dataset: regression for continuous measurements (e.g., permeability, clearance, half-life) or binary classification for categorical outcomes (e.g., BBB penetration, CYP inhibition). Dataset: cyp2c9_veith. (1) The molecule is CC(=O)N1CC2(CC2)CC1c1ccccc1. The result is 0 (non-inhibitor). (2) The compound is Br.COC(=O)Cn1c(=N)n(CCN2CCCCC2)c2ccccc21. The result is 0 (non-inhibitor). (3) The drug is COc1cc(/C=N/NC(=O)c2cncc(Br)c2)ccc1OC(=O)c1ccc2c(c1)OCO2. The result is 1 (inhibitor). (4) The compound is CN(C)C(=O)c1ccc(-c2nccc(Nc3ccc(F)cc3)n2)cc1. The result is 0 (non-inhibitor). (5) The molecule is COc1ccc(C(=O)N2CCC3(CC2)CN(CC(C)C)C3)cc1. The result is 0 (non-inhibitor). (6) The compound is COc1cccc(/C=c2/s/c(=C(\C#N)C(=O)N3CCOCC3)n(-c3ccccc3)c2=O)c1. The result is 0 (non-inhibitor). (7) The compound is O=C(CCCCCn1c(=S)[nH]c2cc3c(cc2c1=O)OCO3)N1CCN(C2CCCCC2)CC1. The result is 1 (inhibitor). (8) The compound is CC(C)c1ccc(OCc2ccc(C(=O)N3CCN(c4ccccn4)CC3)cc2)cc1. The result is 1 (inhibitor). (9) The drug is COc1ccc2cc3cc(C(=O)NCc4ccc5c(c4)OCO5)oc3nc2c1. The result is 1 (inhibitor). (10) The drug is COc1cccc(Cn2c(=O)c(CCc3ccccc3)nc3cnc(N4CCN(C)CC4)nc32)c1. The result is 1 (inhibitor).